From a dataset of Reaction yield outcomes from USPTO patents with 853,638 reactions. Predict the reaction yield, written as a fraction of the theoretical maximum amount of product (1.0 means a 100% yield; for example, 0.34 means a 34% yield). The reactants are [O-]P([O-])([O-])=O.[K+].[K+].[K+].[CH2:9]([NH2:16])[C:10]1[CH:15]=[CH:14][CH:13]=[CH:12][CH:11]=1.Cl[C:18]1[CH:26]=[CH:25][CH:24]=[CH:23][C:19]=1[C:20]([OH:22])=[O:21].C(O)CO. The catalyst is [Cu]I.C(O)CCC. The product is [CH2:9]([NH:16][C:18]1[CH:26]=[CH:25][CH:24]=[CH:23][C:19]=1[C:20]([OH:22])=[O:21])[C:10]1[CH:15]=[CH:14][CH:13]=[CH:12][CH:11]=1. The yield is 0.480.